Dataset: Full USPTO retrosynthesis dataset with 1.9M reactions from patents (1976-2016). Task: Predict the reactants needed to synthesize the given product. (1) Given the product [ClH:29].[NH2:21][CH2:20][C:16]1[C:15]([CH3:28])=[C:14]([C:3]2[CH:4]=[C:5]3[C:10](=[CH:11][C:2]=2[F:1])[N:9]([CH3:12])[C:8](=[O:13])[CH2:7][CH2:6]3)[CH:19]=[N:18][CH:17]=1, predict the reactants needed to synthesize it. The reactants are: [F:1][C:2]1[CH:11]=[C:10]2[C:5]([CH2:6][CH2:7][C:8](=[O:13])[N:9]2[CH3:12])=[CH:4][C:3]=1[C:14]1[C:15]([CH3:28])=[C:16]([CH2:20][NH:21][S@@](C(C)(C)C)=O)[CH:17]=[N:18][CH:19]=1.[ClH:29]. (2) Given the product [C:23]([NH:13][N:12]([C:9]1[CH:8]=[CH:7][C:6]([C:4]([O:3][CH2:1][CH3:2])=[O:5])=[CH:11][CH:10]=1)[C:14]([O:16][C:17]([CH3:19])([CH3:18])[CH3:20])=[O:15])(=[O:25])[CH3:24], predict the reactants needed to synthesize it. The reactants are: [CH2:1]([O:3][C:4]([C:6]1[CH:11]=[CH:10][C:9]([N:12]([C:14]([O:16][C:17]([CH3:20])([CH3:19])[CH3:18])=[O:15])[NH2:13])=[CH:8][CH:7]=1)=[O:5])[CH3:2].[OH-].[Na+].[C:23](OC(=O)C)(=[O:25])[CH3:24].